From a dataset of Forward reaction prediction with 1.9M reactions from USPTO patents (1976-2016). Predict the product of the given reaction. (1) Given the reactants [Cl:1][C:2]1[C:10]2[C:9](=[O:11])[NH:8][N:7]=[CH:6][C:5]=2[N:4](COCC[Si](C)(C)C)[C:3]=1[C:20]1[CH:25]=[CH:24][C:23]([O:26][CH:27]([F:29])[F:28])=[C:22]([O:30][CH:31]([CH3:33])[CH3:32])[CH:21]=1.C1(OC2C=C(C3N(COCC[Si](C)(C)C)C4C=NNC(=O)C=4C=3)C=CC=2OC(F)F)CC1, predict the reaction product. The product is: [Cl:1][C:2]1[C:10]2[C:9](=[O:11])[NH:8][N:7]=[CH:6][C:5]=2[NH:4][C:3]=1[C:20]1[CH:25]=[CH:24][C:23]([O:26][CH:27]([F:29])[F:28])=[C:22]([O:30][CH:31]([CH3:33])[CH3:32])[CH:21]=1. (2) Given the reactants N1C=CC=CC1=O.[Cl:8][C:9]1[CH:10]=[CH:11][C:12]([CH2:15][O:16][C:17]2[CH:22]=[CH:21][N:20]([C:23]3[CH:28]=[CH:27][C:26]([O:29][CH2:30][C@H:31]4[CH2:35][CH2:34][CH2:33][N:32]4C(OC(C)(C)C)=O)=[CH:25][CH:24]=3)[C:19](=[O:43])[CH:18]=2)=[N:13][CH:14]=1, predict the reaction product. The product is: [Cl:8][C:9]1[CH:10]=[CH:11][C:12]([CH2:15][O:16][C:17]2[CH:22]=[CH:21][N:20]([C:23]3[CH:28]=[CH:27][C:26]([O:29][CH2:30][C@H:31]4[CH2:35][CH2:34][CH2:33][NH:32]4)=[CH:25][CH:24]=3)[C:19](=[O:43])[CH:18]=2)=[N:13][CH:14]=1.